The task is: Predict the reactants needed to synthesize the given product.. This data is from Full USPTO retrosynthesis dataset with 1.9M reactions from patents (1976-2016). Given the product [CH3:34][N:33]([CH3:35])[C:31]([CH2:30][NH:29][C:12]([C:10]1[CH:9]=[CH:8][C:7]2[N:3]([CH2:1][CH3:2])[C:4]([NH:15][C:16]3[S:17][C:18]4[CH:24]=[C:23]([C:25]([F:27])([F:26])[F:28])[CH:22]=[CH:21][C:19]=4[N:20]=3)=[N:5][C:6]=2[CH:11]=1)=[O:13])=[O:32], predict the reactants needed to synthesize it. The reactants are: [CH2:1]([N:3]1[C:7]2[CH:8]=[CH:9][C:10]([C:12](O)=[O:13])=[CH:11][C:6]=2[N:5]=[C:4]1[NH:15][C:16]1[S:17][C:18]2[CH:24]=[C:23]([C:25]([F:28])([F:27])[F:26])[CH:22]=[CH:21][C:19]=2[N:20]=1)[CH3:2].[NH2:29][CH2:30][C:31]([N:33]([CH3:35])[CH3:34])=[O:32].CN(C(ON1N=NC2C=CC=CC1=2)=[N+](C)C)C.F[P-](F)(F)(F)(F)F.CCN(C(C)C)C(C)C.